From a dataset of Forward reaction prediction with 1.9M reactions from USPTO patents (1976-2016). Predict the product of the given reaction. (1) Given the reactants Cl.[C:2]1([CH:8]2[CH2:10][CH:9]2N)[CH:7]=[CH:6][CH:5]=[CH:4][CH:3]=1.C([N:15](C(C)C)CC)(C)C.[CH3:21][C:22]1[CH:30]=[CH:29][C:25]([C:26](O)=[O:27])=[CH:24][C:23]=1[C:31]1[CH:36]=[CH:35][N:34]=[N:33][CH:32]=1.CN(C(ON1N=NC2C=CC=NC1=2)=[N+](C)C)C.F[P-](F)(F)(F)(F)F, predict the reaction product. The product is: [CH3:21][C:22]1[CH:30]=[CH:29][C:25]([C:26]([NH:15][C:8]2([C:2]3[CH:7]=[CH:6][CH:5]=[CH:4][CH:3]=3)[CH2:10][CH2:9]2)=[O:27])=[CH:24][C:23]=1[C:31]1[CH:36]=[CH:35][N:34]=[N:33][CH:32]=1. (2) Given the reactants [S:1]1[C:5]2[CH2:6][CH2:7][CH2:8][O:9][C:4]=2[N:3]=[C:2]1[C:10]1[CH:15]=[CH:14][C:13](O)=[C:12]([CH2:17][CH2:18][CH3:19])[CH:11]=1.C([O-])([O-])=O.[Cs+].[Cs+].[Br:26][CH2:27][CH2:28][CH2:29]Br.O, predict the reaction product. The product is: [Br:26][CH2:27][CH2:28][CH2:29][C:13]1[CH:14]=[CH:15][C:10]([C:2]2[S:1][C:5]3[CH2:6][CH2:7][CH2:8][O:9][C:4]=3[N:3]=2)=[CH:11][C:12]=1[CH2:17][CH2:18][CH3:19]. (3) Given the reactants ClC(Cl)(OC(=O)OC(Cl)(Cl)Cl)Cl.[F:13][C:14]([F:22])([F:21])[CH:15]([OH:20])[C:16]([F:19])([F:18])[F:17].CCN(C(C)C)C(C)C.ClC([O-])=O.C(OC([NH:43][C@@H:44]1[CH2:48][CH2:47][N:46]([C:49]2[CH:68]=[C:67]([Cl:69])[CH:66]=[CH:65][C:50]=2[CH2:51][N:52]2[CH2:57][CH2:56][N:55]([C:58](OC(C)(C)C)=[O:59])[CH2:54][CH2:53]2)[CH2:45]1)=O)(C)(C)C.FC(F)(F)C(O)=O, predict the reaction product. The product is: [NH2:43][C@@H:44]1[CH2:48][CH2:47][N:46]([C:49]2[CH:68]=[C:67]([Cl:69])[CH:66]=[CH:65][C:50]=2[CH2:51][N:52]2[CH2:57][CH2:56][N:55]([C:58]([O:20][CH:15]([C:16]([F:19])([F:18])[F:17])[C:14]([F:22])([F:21])[F:13])=[O:59])[CH2:54][CH2:53]2)[CH2:45]1. (4) Given the reactants [C:1]([O:5][C:6](=[O:20])[NH:7][CH2:8][CH2:9][CH2:10][CH2:11][NH:12][C:13]([N:15]=[CH:16]N(C)C)=[S:14])([CH3:4])([CH3:3])[CH3:2].[CH3:21][C:22]1[CH:31]=[CH:30][CH:29]=[CH:28][C:23]=1[C:24](=[O:27])[CH2:25]Br, predict the reaction product. The product is: [C:1]([O:5][C:6](=[O:20])[NH:7][CH2:8][CH2:9][CH2:10][CH2:11][NH:12][C:13]1[S:14][C:25]([C:24](=[O:27])[C:23]2[CH:28]=[CH:29][CH:30]=[CH:31][C:22]=2[CH3:21])=[CH:16][N:15]=1)([CH3:2])([CH3:3])[CH3:4]. (5) Given the reactants [C:1]1([CH3:11])[CH:6]=[CH:5][C:4]([S:7]([O-:10])(=[O:9])=[O:8])=[CH:3][CH:2]=1.C([O:16][C:17]1[CH:22]=[CH:21][C:20]([S+:23]([C:30]2[CH:35]=[CH:34][CH:33]=[CH:32][CH:31]=2)[C:24]2[CH:29]=[CH:28][CH:27]=[CH:26][CH:25]=2)=[CH:19][CH:18]=1)(C)(C)C, predict the reaction product. The product is: [C:1]1([CH3:11])[CH:2]=[CH:3][C:4]([S:7]([O-:10])(=[O:8])=[O:9])=[CH:5][CH:6]=1.[OH:16][C:17]1[CH:22]=[CH:21][C:20]([S+:23]([C:30]2[CH:31]=[CH:32][CH:33]=[CH:34][CH:35]=2)[C:24]2[CH:29]=[CH:28][CH:27]=[CH:26][CH:25]=2)=[CH:19][CH:18]=1. (6) The product is: [Cl:19][C:18]1[C:4]2[N:3]=[C:2]([NH:25][C:26]3[C:34]4[O:33][C:32]([F:36])([F:35])[O:31][C:30]=4[CH:29]=[CH:28][CH:27]=3)[N:6]([CH2:7][CH2:8][CH2:9][C:10]([O:12][CH2:13][CH3:14])=[O:11])[C:5]=2[C:15]([CH:20]([CH2:23][CH3:24])[CH2:21][CH3:22])=[CH:16][CH:17]=1. Given the reactants Cl[C:2]1[N:6]([CH2:7][CH2:8][CH2:9][C:10]([O:12][CH2:13][CH3:14])=[O:11])[C:5]2[C:15]([CH:20]([CH2:23][CH3:24])[CH2:21][CH3:22])=[CH:16][CH:17]=[C:18]([Cl:19])[C:4]=2[N:3]=1.[NH2:25][C:26]1[C:34]2[O:33][C:32]([F:36])([F:35])[O:31][C:30]=2[CH:29]=[CH:28][CH:27]=1.O.C1(C)C=CC(S(O)(=O)=O)=CC=1.C(=O)([O-])O.[Na+], predict the reaction product. (7) Given the reactants Br[C:2]1[CH:3]=[CH:4][CH:5]=[C:6]([CH:16]=1)[O:7][C:8]1[CH:15]=[CH:14][CH:13]=[CH:12][C:9]=1[C:10]#[N:11].[B:17]1([B:17]2[O:21][C:20]([CH3:23])([CH3:22])[C:19]([CH3:25])([CH3:24])[O:18]2)[O:21][C:20]([CH3:23])([CH3:22])[C:19]([CH3:25])([CH3:24])[O:18]1.C([O-])(=O)C.[K+].ClCCl, predict the reaction product. The product is: [O:7]([C:8]1[CH:15]=[CH:14][C:13]([B:17]2[O:21][C:20]([CH3:23])([CH3:22])[C:19]([CH3:25])([CH3:24])[O:18]2)=[CH:12][C:9]=1[C:10]#[N:11])[C:6]1[CH:5]=[CH:4][CH:3]=[CH:2][CH:16]=1. (8) Given the reactants C(OC([N:8]1[CH2:13][CH2:12][CH:11]([CH2:14][C:15]2[CH:20]=[CH:19][C:18]([Cl:21])=[CH:17][CH:16]=2)[CH2:10][CH2:9]1)=O)(C)(C)C.Cl.C(=O)([O-])[O-].[Na+].[Na+], predict the reaction product. The product is: [Cl:21][C:18]1[CH:17]=[CH:16][C:15]([CH2:14][CH:11]2[CH2:10][CH2:9][NH:8][CH2:13][CH2:12]2)=[CH:20][CH:19]=1.